This data is from Peptide-MHC class II binding affinity with 134,281 pairs from IEDB. The task is: Regression. Given a peptide amino acid sequence and an MHC pseudo amino acid sequence, predict their binding affinity value. This is MHC class II binding data. (1) The peptide sequence is KKSGITEVDRTEAKEGL. The MHC is DRB1_0101 with pseudo-sequence DRB1_0101. The binding affinity (normalized) is 0.179. (2) The peptide sequence is INLIIHYVHRAGALG. The MHC is DRB1_0401 with pseudo-sequence DRB1_0401. The binding affinity (normalized) is 0.587. (3) The peptide sequence is MSMSMILVGVIMMFL. The MHC is DRB1_0901 with pseudo-sequence DRB1_0901. The binding affinity (normalized) is 0.354. (4) The peptide sequence is EKMYFAATQFEPLAA. The MHC is HLA-DQA10301-DQB10302 with pseudo-sequence HLA-DQA10301-DQB10302. The binding affinity (normalized) is 0.527. (5) The peptide sequence is NVTSIHSLLDEGKQS. The MHC is HLA-DPA10201-DPB10101 with pseudo-sequence HLA-DPA10201-DPB10101. The binding affinity (normalized) is 0.220. (6) The peptide sequence is FIMAYVNQAHHIDLM. The MHC is DRB1_0401 with pseudo-sequence DRB1_0401. The binding affinity (normalized) is 0.368. (7) The binding affinity (normalized) is 0. The MHC is DRB5_0101 with pseudo-sequence DRB5_0101. The peptide sequence is TGTGKDAITSGIEVV. (8) The peptide sequence is NDFLKTGHYTQMVWA. The MHC is HLA-DPA10103-DPB10401 with pseudo-sequence HLA-DPA10103-DPB10401. The binding affinity (normalized) is 0.268. (9) The peptide sequence is VAWQVKLLPVPPTVT. The MHC is HLA-DQA10501-DQB10201 with pseudo-sequence HLA-DQA10501-DQB10201. The binding affinity (normalized) is 0.258. (10) The peptide sequence is ELYKYKVVKIEPLGV. The MHC is DRB1_0901 with pseudo-sequence DRB1_0901. The binding affinity (normalized) is 0.769.